This data is from Full USPTO retrosynthesis dataset with 1.9M reactions from patents (1976-2016). The task is: Predict the reactants needed to synthesize the given product. (1) Given the product [NH:18]1[C:26]2[C:21](=[CH:22][CH:23]=[CH:24][CH:25]=2)[C:20]([C:27](=[O:29])[CH2:28][C:5]2([OH:17])[C:4]3[C:8](=[CH:9][CH:10]=[C:2]([CH3:1])[CH:3]=3)[N:7]([CH2:11][CH2:12][CH2:13][C:14]#[CH:15])[C:6]2=[O:16])=[CH:19]1, predict the reactants needed to synthesize it. The reactants are: [CH3:1][C:2]1[CH:3]=[C:4]2[C:8](=[CH:9][CH:10]=1)[N:7]([CH2:11][CH2:12][CH2:13][C:14]#[CH:15])[C:6](=[O:16])[C:5]2=[O:17].[NH:18]1[C:26]2[C:21](=[CH:22][CH:23]=[CH:24][CH:25]=2)[C:20]([C:27](=[O:29])[CH3:28])=[CH:19]1.CNC. (2) The reactants are: CC(C)=O.[CH3:5][N:6]1[C:10]([C:11]2[CH:16]=[C:15]([C@@H:17]([NH:21][C:22](=[O:28])[O:23][C:24]([CH3:27])([CH3:26])[CH3:25])[CH2:18][CH:19]=[CH2:20])[CH:14]=[CH:13][N:12]=2)=[C:9]([N+:29]([O-])=O)[CH:8]=[N:7]1.[NH4+].[Cl-]. Given the product [NH2:29][C:9]1[CH:8]=[N:7][N:6]([CH3:5])[C:10]=1[C:11]1[CH:16]=[C:15]([C@@H:17]([NH:21][C:22](=[O:28])[O:23][C:24]([CH3:26])([CH3:25])[CH3:27])[CH2:18][CH:19]=[CH2:20])[CH:14]=[CH:13][N:12]=1, predict the reactants needed to synthesize it. (3) Given the product [F:24][C:14]1[C:15]([F:23])=[CH:16][C:17]([O:27][CH3:25])=[C:18]([N+:19]([O-:21])=[O:20])[C:13]=1[NH:12][C:6]1[CH:7]=[CH:8][C:9]([I:11])=[CH:10][C:5]=1[F:4], predict the reactants needed to synthesize it. The reactants are: C[O-].[Na+].[F:4][C:5]1[CH:10]=[C:9]([I:11])[CH:8]=[CH:7][C:6]=1[NH:12][C:13]1[C:18]([N+:19]([O-:21])=[O:20])=[C:17](F)[CH:16]=[C:15]([F:23])[C:14]=1[F:24].[C:25](OCC)(=[O:27])C.